Dataset: Forward reaction prediction with 1.9M reactions from USPTO patents (1976-2016). Task: Predict the product of the given reaction. (1) The product is: [CH2:12]([C:14]1([C:33]2[C:32]3[C:36](=[C:28]([CH2:27][S:26][CH3:25])[CH:29]=[CH:30][CH:31]=3)[NH:35][CH:34]=2)[C:22]2[C:17](=[CH:18][C:19]([F:23])=[CH:20][CH:21]=2)[CH2:16][CH2:15]1)[CH3:13]. Given the reactants [Cl-].[In+3].[Cl-].[Cl-].FC(F)(F)C(O)=O.[CH2:12]([C:14]1(O)[C:22]2[C:17](=[CH:18][C:19]([F:23])=[CH:20][CH:21]=2)[CH2:16][CH2:15]1)[CH3:13].[CH3:25][S:26][CH2:27][C:28]1[CH:29]=[CH:30][CH:31]=[C:32]2[C:36]=1[NH:35][CH:34]=[CH:33]2, predict the reaction product. (2) Given the reactants [Br:1][C:2]1[CH:3]=[C:4]2[C:9](=[CH:10][CH:11]=1)[N:8]=[CH:7][C:6](I)=[C:5]2[O:13][CH3:14].[NH:15]1[CH2:20][CH2:19][O:18][CH2:17][C:16]1=[O:21].P([O-])([O-])([O-])=O.[K+].[K+].[K+].CNCCNC, predict the reaction product. The product is: [Br:1][C:2]1[CH:3]=[C:4]2[C:9](=[CH:10][CH:11]=1)[N:8]=[CH:7][C:6]([N:15]1[CH2:20][CH2:19][O:18][CH2:17][C:16]1=[O:21])=[C:5]2[O:13][CH3:14]. (3) Given the reactants [C:1]([O:5][C:6]([NH:8][CH2:9][C:10]1[N:11]([CH2:32][CH:33]([CH3:35])[CH3:34])[C:12](=[O:31])[C:13]2[C:18]([C:19]=1[C:20]1[CH:25]=[CH:24][C:23]([CH3:26])=[CH:22][CH:21]=1)=[CH:17][C:16]([C:27]([O:29]C)=[O:28])=[CH:15][CH:14]=2)=[O:7])([CH3:4])([CH3:3])[CH3:2].CO.[OH-].[Na+].Cl, predict the reaction product. The product is: [C:1]([O:5][C:6]([NH:8][CH2:9][C:10]1[N:11]([CH2:32][CH:33]([CH3:35])[CH3:34])[C:12](=[O:31])[C:13]2[C:18]([C:19]=1[C:20]1[CH:21]=[CH:22][C:23]([CH3:26])=[CH:24][CH:25]=1)=[CH:17][C:16]([C:27]([OH:29])=[O:28])=[CH:15][CH:14]=2)=[O:7])([CH3:2])([CH3:4])[CH3:3]. (4) Given the reactants [F:1][C:2]1[CH:25]=[C:24]([F:26])[CH:23]=[CH:22][C:3]=1[O:4][C:5]1[CH:6]=[C:7]2[C:11](=[CH:12][C:13]=1[C:14]([OH:16])=O)[N:10]([CH2:17][C:18]([OH:21])([CH3:20])[CH3:19])[N:9]=[CH:8]2.[NH2:27][C@H:28]1[CH2:32][CH2:31][NH:30][C:29]1=[O:33].Cl.CN(C)CCCN=C=NCC, predict the reaction product. The product is: [F:1][C:2]1[CH:25]=[C:24]([F:26])[CH:23]=[CH:22][C:3]=1[O:4][C:5]1[CH:6]=[C:7]2[C:11](=[CH:12][C:13]=1[C:14]([NH:27][C@H:28]1[CH2:32][CH2:31][NH:30][C:29]1=[O:33])=[O:16])[N:10]([CH2:17][C:18]([OH:21])([CH3:19])[CH3:20])[N:9]=[CH:8]2. (5) Given the reactants [CH2:1]([O:3][CH:4]([O:18][CH2:19][CH3:20])[CH2:5][N:6]1[C:14]2[CH2:13][CH2:12][CH2:11][CH2:10][C:9]=2[CH:8]=[C:7]1[C:15](O)=[O:16])[CH3:2].C[N:22](C(ON1N=NC2C=CC=NC1=2)=[N+](C)C)C.F[P-](F)(F)(F)(F)F.C(N(CC)CC)C.[OH-].[NH4+], predict the reaction product. The product is: [CH2:1]([O:3][CH:4]([O:18][CH2:19][CH3:20])[CH2:5][N:6]1[C:14]2[CH2:13][CH2:12][CH2:11][CH2:10][C:9]=2[CH:8]=[C:7]1[C:15]([NH2:22])=[O:16])[CH3:2]. (6) Given the reactants [Cl:1][C:2]1[N:7]=[C:6](Cl)[C:5]([C:9]([OH:11])=[O:10])=[CH:4][N:3]=1.[NH2:12][CH2:13][C:14]([CH3:17])([OH:16])[CH3:15].C(N(CC)CC)C.C(OCC)(=O)C, predict the reaction product. The product is: [Cl:1][C:2]1[N:7]=[C:6]([NH:12][CH2:13][C:14]([OH:16])([CH3:17])[CH3:15])[C:5]([C:9]([OH:11])=[O:10])=[CH:4][N:3]=1. (7) Given the reactants [CH2:1]([NH2:8])[CH2:2][CH2:3][CH2:4][CH2:5][CH2:6][CH3:7].C(N(C(C)C)C(C)C)C1C=CC=CC=1.[Cl:23][C:24]1[CH:29]=[CH:28][C:27]([CH2:30][C:31](Cl)=[O:32])=[CH:26][CH:25]=1, predict the reaction product. The product is: [Cl:23][C:24]1[CH:29]=[CH:28][C:27]([CH2:30][C:31]([NH:8][CH2:1][CH2:2][CH2:3][CH2:4][CH2:5][CH2:6][CH3:7])=[O:32])=[CH:26][CH:25]=1.